From a dataset of Catalyst prediction with 721,799 reactions and 888 catalyst types from USPTO. Predict which catalyst facilitates the given reaction. (1) The catalyst class is: 3. Reactant: [O:1]1[CH2:6][CH2:5][N:4]([C:7]2[CH:12]=[CH:11][C:10]([C:13]3[NH:14][C:15]4[C:20]([N:21]=3)=[C:19]([C:22]3[CH:23]=[CH:24][C:25]([O:30][C@@H:31]5[CH2:35][CH2:34][NH:33][CH2:32]5)=[C:26]([CH:29]=3)[C:27]#[N:28])[N:18]=[CH:17][N:16]=4)=[CH:9][CH:8]=2)[CH2:3][CH2:2]1.[OH:36][C@H:37]([CH3:41])[C:38](O)=[O:39].CCN(C(C)C)C(C)C.CN(C(ON1N=NC2C=CC=NC1=2)=[N+](C)C)C.F[P-](F)(F)(F)(F)F. Product: [OH:36][C@H:37]([CH3:41])[C:38]([N:33]1[CH2:34][CH2:35][C@@H:31]([O:30][C:25]2[CH:24]=[CH:23][C:22]([C:19]3[N:18]=[CH:17][N:16]=[C:15]4[C:20]=3[N:21]=[C:13]([C:10]3[CH:9]=[CH:8][C:7]([N:4]5[CH2:5][CH2:6][O:1][CH2:2][CH2:3]5)=[CH:12][CH:11]=3)[NH:14]4)=[CH:29][C:26]=2[C:27]#[N:28])[CH2:32]1)=[O:39]. (2) Reactant: [CH3:1][N:2]1[CH2:7][CH2:6][NH:5][CH:4]([C:8]2[CH:13]=[CH:12][CH:11]=[CH:10][CH:9]=2)[CH2:3]1.C(N(CC)CC)C.[C:21](Cl)(=[O:27])[C:22]([O:24][CH2:25][CH3:26])=[O:23]. Product: [CH2:25]([O:24][C:22](=[O:23])[C:21]([NH2:2])=[O:27])[CH3:26].[CH3:1][N:2]1[CH2:7][CH2:6][NH:5][CH:4]([C:8]2[CH:9]=[CH:10][CH:11]=[CH:12][CH:13]=2)[CH2:3]1. The catalyst class is: 4. (3) Reactant: [Cl:1][C:2]1[CH:3]=[C:4]([CH:8]2[C:12]([C:15]3[CH:20]=[CH:19][C:18]([Cl:21])=[CH:17][CH:16]=3)([C:13]#[N:14])[CH:11]([CH2:22][C:23]([CH3:26])([CH3:25])[CH3:24])[NH:10][CH:9]2[C:27]([OH:29])=O)[CH:5]=[CH:6][CH:7]=1.[C:30]([C:34]1[CH:41]=[CH:40][C:37]([CH2:38][NH2:39])=[CH:36][CH:35]=1)([CH3:33])([CH3:32])[CH3:31].CN(C(ON1N=NC2C=CC=NC1=2)=[N+](C)C)C.F[P-](F)(F)(F)(F)F.CCN(C(C)C)C(C)C. Product: [C:30]([C:34]1[CH:35]=[CH:36][C:37]([CH2:38][NH:39][C:27]([CH:9]2[CH:8]([C:4]3[CH:5]=[CH:6][CH:7]=[C:2]([Cl:1])[CH:3]=3)[C:12]([C:15]3[CH:16]=[CH:17][C:18]([Cl:21])=[CH:19][CH:20]=3)([C:13]#[N:14])[CH:11]([CH2:22][C:23]([CH3:25])([CH3:24])[CH3:26])[NH:10]2)=[O:29])=[CH:40][CH:41]=1)([CH3:33])([CH3:31])[CH3:32]. The catalyst class is: 2. (4) Reactant: ClC1N2N=CC=C2N=C(SC)N=1.[N+]([C:16]1[CH:17]=[C:18]([OH:22])C=CC=1)([O-])=O.[NH2:23][C:24]1[CH:25]=[C:26]([CH:62]=[C:63]([F:65])[CH:64]=1)[O:27][C:28]1[C:29]2[C:52]([Cl:53])=[CH:51][N:50]([CH2:54][O:55][CH2:56][CH2:57][Si:58]([CH3:61])([CH3:60])[CH3:59])[C:30]=2[N:31]=[C:32]([NH:34][C:35]2[CH:40]=[CH:39][C:38]([N:41]3[CH2:46][CH2:45][N:44]([CH3:47])[CH2:43][CH2:42]3)=[CH:37][C:36]=2[O:48][CH3:49])[N:33]=1.O. Product: [Cl:53][C:52]1[C:29]2[C:28]([O:27][C:26]3[CH:25]=[C:24]([NH:23][C:18](=[O:22])[CH:17]=[CH2:16])[CH:64]=[C:63]([F:65])[CH:62]=3)=[N:33][C:32]([NH:34][C:35]3[CH:40]=[CH:39][C:38]([N:41]4[CH2:42][CH2:43][N:44]([CH3:47])[CH2:45][CH2:46]4)=[CH:37][C:36]=3[O:48][CH3:49])=[N:31][C:30]=2[N:50]([CH2:54][O:55][CH2:56][CH2:57][Si:58]([CH3:59])([CH3:60])[CH3:61])[CH:51]=1. The catalyst class is: 3. (5) Reactant: [C:1]([C:3]1[C:11]2[S:10][C:9]([NH:12][C:13](=[O:17])[NH:14][CH2:15][CH3:16])=[N:8][C:7]=2[CH:6]=[C:5]([C:18]2[CH:19]=[N:20][C:21]([N:24]3[CH2:29][CH2:28][C:27]([CH3:35])([C:30]([O:32][CH2:33][CH3:34])=[O:31])[CH2:26][CH2:25]3)=[N:22][CH:23]=2)[CH:4]=1)#[N:2].Cl.[NH2:37]O.[C:39](Cl)(=[O:41])[CH3:40]. Product: [CH2:15]([NH:14][C:13]([NH:12][C:9]1[S:10][C:11]2[C:3]([C:1]3[N:37]=[C:39]([CH3:40])[O:41][N:2]=3)=[CH:4][C:5]([C:18]3[CH:23]=[N:22][C:21]([N:24]4[CH2:29][CH2:28][C:27]([CH3:35])([C:30]([O:32][CH2:33][CH3:34])=[O:31])[CH2:26][CH2:25]4)=[N:20][CH:19]=3)=[CH:6][C:7]=2[N:8]=1)=[O:17])[CH3:16]. The catalyst class is: 436. (6) Reactant: C(OC([N:8]([C:13]1[CH:14]=[C:15]2[C:19](=[CH:20][CH:21]=1)[N:18]([CH2:22][C:23]([O:25][C@H:26]([C:37]1[CH:42]=[CH:41][C:40]([O:43][CH:44]([F:46])[F:45])=[C:39]([O:47][CH2:48][CH:49]3[CH2:51][CH2:50]3)[CH:38]=1)[CH2:27][C:28]1[C:33]([Cl:34])=[CH:32][N+:31]([O-:35])=[CH:30][C:29]=1[Cl:36])=[O:24])[CH:17]=[CH:16]2)[S:9]([CH3:12])(=[O:11])=[O:10])=O)(C)(C)C.O1CCOCC1. Product: [Cl:36][C:29]1[CH:30]=[N+:31]([O-:35])[CH:32]=[C:33]([Cl:34])[C:28]=1[CH2:27][C@@H:26]([C:37]1[CH:42]=[CH:41][C:40]([O:43][CH:44]([F:45])[F:46])=[C:39]([O:47][CH2:48][CH:49]2[CH2:51][CH2:50]2)[CH:38]=1)[O:25][C:23](=[O:24])[CH2:22][N:18]1[C:19]2[C:15](=[CH:14][C:13]([NH:8][S:9]([CH3:12])(=[O:11])=[O:10])=[CH:21][CH:20]=2)[CH:16]=[CH:17]1. The catalyst class is: 473.